This data is from Full USPTO retrosynthesis dataset with 1.9M reactions from patents (1976-2016). The task is: Predict the reactants needed to synthesize the given product. Given the product [OH:18][CH2:17][CH2:16][N:15]([CH3:19])[CH2:14][CH2:13][CH2:12][N:8]1[C:9]2[C:4](=[CH:3][C:2]([NH:1][C:26]([C:22]3[S:21][CH:25]=[CH:24][CH:23]=3)=[NH:27])=[CH:11][CH:10]=2)[CH2:5][CH2:6][CH2:7]1, predict the reactants needed to synthesize it. The reactants are: [NH2:1][C:2]1[CH:3]=[C:4]2[C:9](=[CH:10][CH:11]=1)[N:8]([CH2:12][CH2:13][CH2:14][N:15]([CH3:19])[CH2:16][CH2:17][OH:18])[CH2:7][CH2:6][CH2:5]2.I.[S:21]1[CH:25]=[CH:24][CH:23]=[C:22]1[C:26](SC)=[NH:27].